From a dataset of Full USPTO retrosynthesis dataset with 1.9M reactions from patents (1976-2016). Predict the reactants needed to synthesize the given product. (1) Given the product [F:1][C:2]1[CH:8]=[CH:7][CH:6]=[C:5]([F:9])[C:3]=1[NH:4][C:13]1[N:21]=[C:20]([I:22])[N:19]=[C:18]2[C:14]=1[N:15]=[CH:16][N:17]2[CH3:23], predict the reactants needed to synthesize it. The reactants are: [F:1][C:2]1[CH:8]=[CH:7][CH:6]=[C:5]([F:9])[C:3]=1[NH2:4].[H-].[Na+].Cl[C:13]1[N:21]=[C:20]([I:22])[N:19]=[C:18]2[C:14]=1[N:15]=[CH:16][N:17]2[CH3:23].[NH4+].[Cl-]. (2) Given the product [C:16]1([C:15](=[N:1][C:2]2[CH:9]=[CH:8][C:5]([C:6]#[N:7])=[C:4]([C:10]([F:11])([F:12])[F:13])[C:3]=2[CH3:14])[C:23]2[CH:24]=[CH:25][CH:26]=[CH:27][CH:28]=2)[CH:21]=[CH:20][CH:19]=[CH:18][CH:17]=1, predict the reactants needed to synthesize it. The reactants are: [NH2:1][C:2]1[CH:9]=[CH:8][C:5]([C:6]#[N:7])=[C:4]([C:10]([F:13])([F:12])[F:11])[C:3]=1[CH3:14].[C:15]([C:23]1[CH:28]=[CH:27][CH:26]=[CH:25][CH:24]=1)(=O)[C:16]1[CH:21]=[CH:20][CH:19]=[CH:18][CH:17]=1. (3) Given the product [CH2:14]([O:13][C:11]1[CH:10]=[C:5]([CH:4]=[C:3]([NH:2][CH2:28][CH:25]2[CH2:27][CH2:26]2)[CH:12]=1)[C:6]([O:8][CH3:9])=[O:7])[C:15]1[CH:20]=[CH:19][CH:18]=[CH:17][CH:16]=1, predict the reactants needed to synthesize it. The reactants are: Cl.[NH2:2][C:3]1[CH:4]=[C:5]([CH:10]=[C:11]([O:13][CH2:14][C:15]2[CH:20]=[CH:19][CH:18]=[CH:17][CH:16]=2)[CH:12]=1)[C:6]([O:8][CH3:9])=[O:7].C(Cl)(Cl)Cl.[CH:25]1([CH:28]=O)[CH2:27][CH2:26]1.C(O[BH-](OC(=O)C)OC(=O)C)(=O)C.[Na+]. (4) The reactants are: [CH2:1]([N:6]1[C:14]2[N:13]=[CH:12][NH:11][C:10]=2[C:9](=[O:15])[NH:8]/[C:7]/1=[N:16]/[NH2:17])[CH2:2][CH2:3][CH2:4][CH3:5].C1N=CN([C:23](N2C=NC=C2)=[O:24])C=1. Given the product [OH:24][C:23]1[N:8]2[C:9](=[O:15])[C:10]3[NH:11][CH:12]=[N:13][C:14]=3[N:6]([CH2:1][CH2:2][CH2:3][CH2:4][CH3:5])[C:7]2=[N:16][N:17]=1, predict the reactants needed to synthesize it. (5) Given the product [CH2:9]([C:11]1[CH:12]=[CH:13][C:14]([S:17]([OH:20])(=[O:18])=[O:19])=[CH:15][CH:16]=1)[CH3:10].[CH3:7][O:6][C:4](=[O:5])[C@H:2]([CH3:3])[NH2:1], predict the reactants needed to synthesize it. The reactants are: [NH2:1][C@H:2]([C:4]([O:6][CH3:7])=[O:5])[CH3:3].Cl.[CH2:9]([C:11]1[CH:16]=[CH:15][C:14]([S:17]([OH:20])(=[O:19])=[O:18])=[CH:13][CH:12]=1)[CH3:10]. (6) The reactants are: [C:1]([O-:8])(=[O:7])/[CH:2]=[CH:3]/[CH:4]=[CH:5]/[CH3:6].[K+].Br[CH:11]([C:13]1[O:14][C:15](=[O:20])[C:16]([CH3:19])([CH3:18])[N:17]=1)[CH3:12]. Given the product [CH3:18][C:16]1([CH3:19])[C:15](=[O:20])[O:14][C:13]([CH:11]([O:7][C:1](=[O:8])[CH:2]=[CH:3][CH:4]=[CH:5][CH3:6])[CH3:12])=[N:17]1, predict the reactants needed to synthesize it. (7) Given the product [CH3:9][C:10]([S@@:13](/[N:15]=[CH:7]/[C:5]1[CH:4]=[N:3][N:2]([CH3:1])[CH:6]=1)=[O:14])([CH3:12])[CH3:11], predict the reactants needed to synthesize it. The reactants are: [CH3:1][N:2]1[CH:6]=[C:5]([CH:7]=O)[CH:4]=[N:3]1.[CH3:9][C:10]([S@@:13]([NH2:15])=[O:14])([CH3:12])[CH3:11].O.